This data is from Full USPTO retrosynthesis dataset with 1.9M reactions from patents (1976-2016). The task is: Predict the reactants needed to synthesize the given product. (1) The reactants are: C([N:4]([CH2:8][CH2:9]Cl)CCCl)CCl.NC(OCC)=[O:13].CC[C@@]1(O)CN2C[C@@H](C[C@](C(OC)=O)(C3C=C4[C@:48]56[C@@H:52]7[C@:53](CC)([C@@H:57]([OH:63])[C@:58](O)(C(N)=O)[C@@H:47]5[N:46]([CH3:66])[C:41]4=CC=3OC)C=[CH:55][CH2:56][N:51]7CC6)C3NC4C=CC=CC=4C=3CC2)C1.CN(N=NC1NC=NC=1C(N)=O)C. Given the product [CH2:56]1[N:51]([C:52]2[C:48](=[O:13])[C:47]([N:46]3[CH2:41][CH2:66]3)=[C:58]([N:4]3[CH2:8][CH2:9]3)[C:57](=[O:63])[CH:53]=2)[CH2:55]1, predict the reactants needed to synthesize it. (2) Given the product [CH2:1]([C:8]1[N:13]=[C:12]([N:14]([CH2:21][CH3:22])[CH2:15][C:16]2[NH:17][CH:18]=[CH:19][N:20]=2)[CH:11]=[CH:10][N:9]=1)[C:2]1[CH:3]=[CH:4][CH:5]=[CH:6][CH:7]=1, predict the reactants needed to synthesize it. The reactants are: [CH2:1]([C:8]1[N:13]=[C:12]([N:14]([CH2:21][CH3:22])[CH2:15][C:16]2[NH:17][CH:18]=[CH:19][N:20]=2)[CH:11]=[C:10](Cl)[N:9]=1)[C:2]1[CH:7]=[CH:6][CH:5]=[CH:4][CH:3]=1.C([O-])=O.[NH4+]. (3) Given the product [Cl:16][C:10]1[C:11]([OH:15])=[CH:12][CH:13]=[C:14]2[C:9]=1[CH:8]=[CH:7][NH:6]2, predict the reactants needed to synthesize it. The reactants are: C([Si](C)(C)[N:6]1[C:14]2[C:9](=[C:10]([Cl:16])[C:11]([OH:15])=[CH:12][CH:13]=2)[CH:8]=[CH:7]1)(C)(C)C.CCCC[N+](CCCC)(CCCC)CCCC.[F-]. (4) Given the product [OH:45][C:20]1[C:19](=[O:46])[N:18]([C:15]2[N:16]=[N:17][C:12]([S:10][C:7]3[CH:8]=[CH:9][C:4]([N+:1]([O-:3])=[O:2])=[CH:5][CH:6]=3)=[CH:13][CH:14]=2)[CH:22]([C:23]2[CH:28]=[CH:27][C:26]([O:29][C:30]([F:32])([F:33])[F:31])=[CH:25][CH:24]=2)[C:21]=1[C:34](=[O:44])[C:35]1[CH:40]=[CH:39][C:38]([CH:41]([CH3:43])[CH3:42])=[CH:37][CH:36]=1, predict the reactants needed to synthesize it. The reactants are: [N+:1]([C:4]1[CH:9]=[CH:8][C:7]([SH:10])=[CH:6][CH:5]=1)([O-:3])=[O:2].Cl[C:12]1[N:17]=[N:16][C:15]([N:18]2[CH:22]([C:23]3[CH:28]=[CH:27][C:26]([O:29][C:30]([F:33])([F:32])[F:31])=[CH:25][CH:24]=3)[C:21]([C:34](=[O:44])[C:35]3[CH:40]=[CH:39][C:38]([CH:41]([CH3:43])[CH3:42])=[CH:37][CH:36]=3)=[C:20]([OH:45])[C:19]2=[O:46])=[CH:14][CH:13]=1.